Dataset: Full USPTO retrosynthesis dataset with 1.9M reactions from patents (1976-2016). Task: Predict the reactants needed to synthesize the given product. (1) Given the product [C:10]([C:9]1[CH:12]=[CH:13][C:6]([NH:5][C:3]([NH2:2])=[S:4])=[CH:7][CH:8]=1)#[N:11], predict the reactants needed to synthesize it. The reactants are: [NH4+].[N:2]#[C:3][S-:4].[NH2:5][C:6]1[CH:13]=[CH:12][C:9]([C:10]#[N:11])=[CH:8][CH:7]=1. (2) Given the product [C:25]([N:1]([C:2]1[C:3]2[CH:24]=[C:23]3[C:18]([CH2:19][CH2:20][CH2:21][CH2:22]3)=[CH:17][C:4]=2[O:5][C:6]=1[C:7](=[O:8])[C:9]1[CH:14]=[CH:13][C:12]([Cl:15])=[CH:11][C:10]=1[Cl:16])[C:29](=[O:31])[CH3:30])(=[O:27])[CH3:26], predict the reactants needed to synthesize it. The reactants are: [NH2:1][C:2]1[C:3]2[CH:24]=[C:23]3[C:18]([CH2:19][CH2:20][CH2:21][CH2:22]3)=[CH:17][C:4]=2[O:5][C:6]=1[C:7]([C:9]1[CH:14]=[CH:13][C:12]([Cl:15])=[CH:11][C:10]=1[Cl:16])=[O:8].[C:25](Cl)(=[O:27])[CH3:26].[C:29](OCC)(=[O:31])[CH3:30].CCCCCC. (3) Given the product [CH2:14]([NH:7][C:3]1[CH:2]=[C:1]([C:8]2[CH:9]=[CH:10][CH:11]=[CH:12][CH:13]=2)[CH:6]=[CH:5][CH:4]=1)[CH2:15][CH2:16][CH3:17], predict the reactants needed to synthesize it. The reactants are: [C:1]1([C:8]2[CH:13]=[CH:12][CH:11]=[CH:10][CH:9]=2)[CH:6]=[CH:5][CH:4]=[C:3]([NH2:7])[CH:2]=1.[CH:14](=O)[CH2:15][CH2:16][CH3:17]. (4) The reactants are: [C:1]([O:5][C:6]([N:8]1[CH2:13][CH2:12][NH:11][CH2:10][CH2:9]1)=[O:7])([CH3:4])([CH3:3])[CH3:2].Br[CH2:15][C:16]([C:18]1[CH:23]=[CH:22][C:21]([F:24])=[CH:20][CH:19]=1)=[O:17].[C:25](=[O:28])([O-])[O-].[K+].[K+]. Given the product [CH2:25]([O:28][C:19]1[CH:20]=[C:21]([F:24])[CH:22]=[CH:23][C:18]=1[C:16](=[O:17])[CH2:15][N:11]1[CH2:12][CH2:13][N:8]([C:6]([O:5][C:1]([CH3:4])([CH3:2])[CH3:3])=[O:7])[CH2:9][CH2:10]1)[C:18]1[CH:23]=[CH:22][CH:21]=[CH:20][CH:19]=1, predict the reactants needed to synthesize it. (5) Given the product [CH2:1]([O:3][C:4]1[C:8]([CH2:9][CH2:10][CH2:11][O:12][C:29]2[C:24]([F:23])=[C:25]([CH2:31][C:32]([OH:34])=[O:33])[CH:26]=[CH:27][CH:28]=2)=[CH:7][N:6]([C:13]2[CH:18]=[CH:17][C:16]([C:19]([F:21])([F:20])[F:22])=[CH:15][N:14]=2)[N:5]=1)[CH3:2], predict the reactants needed to synthesize it. The reactants are: [CH2:1]([O:3][C:4]1[C:8]([CH2:9][CH2:10][CH2:11][OH:12])=[CH:7][N:6]([C:13]2[CH:18]=[CH:17][C:16]([C:19]([F:22])([F:21])[F:20])=[CH:15][N:14]=2)[N:5]=1)[CH3:2].[F:23][C:24]1[C:29](O)=[CH:28][CH:27]=[CH:26][C:25]=1[CH2:31][C:32]([O:34]C)=[O:33].C(P(CCCC)CCCC)CCC.N(C(N1CCCCC1)=O)=NC(N1CCCCC1)=O. (6) The reactants are: [CH:1]([N:4]1[C:12]2[C:7](=[CH:8][CH:9]=[CH:10][CH:11]=2)[C:6]([C:13]([OH:15])=O)=[N:5]1)([CH3:3])[CH3:2].[NH2:16][C@@H:17]1[CH2:21][N:20]([C:22]([O:24][C:25]([CH3:28])([CH3:27])[CH3:26])=[O:23])[C@H:19]([C:29]([O:31][CH3:32])=[O:30])[CH2:18]1.C(P(=O)(OCC)OCC)#N.C(N(CC)C(C)C)(C)C. Given the product [CH:1]([N:4]1[C:12]2[C:7](=[CH:8][CH:9]=[CH:10][CH:11]=2)[C:6]([C:13]([NH:16][C@@H:17]2[CH2:21][N:20]([C:22]([O:24][C:25]([CH3:26])([CH3:27])[CH3:28])=[O:23])[C@H:19]([C:29]([O:31][CH3:32])=[O:30])[CH2:18]2)=[O:15])=[N:5]1)([CH3:2])[CH3:3], predict the reactants needed to synthesize it.